Task: Predict the product of the given reaction.. Dataset: Forward reaction prediction with 1.9M reactions from USPTO patents (1976-2016) (1) Given the reactants [CH2:1]([O:8][C:9]1[CH:14]=[CH:13][C:12]([C:15]2[CH:20]=[CH:19][N:18]=[C:17]([NH:21][C@H:22]([C:30]([O:32]C(C)(C)C)=[O:31])[CH2:23][C:24]3[CH:29]=[CH:28][CH:27]=[CH:26][CH:25]=3)[N:16]=2)=[CH:11][CH:10]=1)[C:2]1[CH:7]=[CH:6][CH:5]=[CH:4][CH:3]=1.[Li+].[OH-], predict the reaction product. The product is: [CH2:1]([O:8][C:9]1[CH:10]=[CH:11][C:12]([C:15]2[CH:20]=[CH:19][N:18]=[C:17]([NH:21][C@H:22]([C:30]([OH:32])=[O:31])[CH2:23][C:24]3[CH:29]=[CH:28][CH:27]=[CH:26][CH:25]=3)[N:16]=2)=[CH:13][CH:14]=1)[C:2]1[CH:7]=[CH:6][CH:5]=[CH:4][CH:3]=1. (2) Given the reactants [CH3:1][C:2]1[CH:3]=[CH:4][C:5]([C:8]2[CH:9]=[C:10]([CH:15]=[C:16](B3OC(C)(C)C(C)(C)O3)[CH:17]=2)[C:11]([O:13]C)=[O:12])=[N:6][CH:7]=1.Br[C:28]1[CH:33]=[CH:32][CH:31]=[C:30]([F:34])[C:29]=1[F:35].C(=O)([O-])[O-].[Cs+].[Cs+].O.CN(C)C=O, predict the reaction product. The product is: [F:34][C:30]1[C:29]([F:35])=[CH:28][CH:33]=[CH:32][C:31]=1[C:16]1[CH:17]=[C:8]([C:5]2[CH:4]=[CH:3][C:2]([CH3:1])=[CH:7][N:6]=2)[CH:9]=[C:10]([C:11]([OH:13])=[O:12])[CH:15]=1.